Dataset: Full USPTO retrosynthesis dataset with 1.9M reactions from patents (1976-2016). Task: Predict the reactants needed to synthesize the given product. (1) Given the product [OH:1][CH:2]([C:10]1[CH:15]=[CH:14][C:13]([C:16]2[N:20]=[C:19]([C:21]3[O:25][N:24]=[C:23]([C:26]4[CH:27]=[CH:28][CH:29]=[CH:30][CH:31]=4)[C:22]=3[C:32]([F:35])([F:34])[F:33])[O:18][N:17]=2)=[CH:12][CH:11]=1)[C:3]([NH:5][CH2:6][C:7]([NH:50][CH:48]1[CH2:49][N:46]([CH3:45])[CH2:47]1)=[O:8])=[O:4], predict the reactants needed to synthesize it. The reactants are: [OH:1][CH:2]([C:10]1[CH:15]=[CH:14][C:13]([C:16]2[N:20]=[C:19]([C:21]3[O:25][N:24]=[C:23]([C:26]4[CH:31]=[CH:30][CH:29]=[CH:28][CH:27]=4)[C:22]=3[C:32]([F:35])([F:34])[F:33])[O:18][N:17]=2)=[CH:12][CH:11]=1)[C:3]([NH:5][CH2:6][C:7](O)=[O:8])=[O:4].CN1CCOCC1.Cl.Cl.[CH3:45][N:46]1[CH2:49][CH:48]([NH2:50])[CH2:47]1.CN(C(ON1N=NC2C=CC=NC1=2)=[N+](C)C)C.F[P-](F)(F)(F)(F)F. (2) The reactants are: C[O:2][C:3](=[O:20])[CH:4]=[C:5]1[S:9][C:8]([NH:10][C:11]2[C:16]([Cl:17])=[CH:15][CH:14]=[CH:13][C:12]=2[Cl:18])=[N:7][C:6]1=[O:19].[OH-].[Na+].Cl. Given the product [Cl:18][C:12]1[CH:13]=[CH:14][CH:15]=[C:16]([Cl:17])[C:11]=1[NH:10][C:8]1[S:9][C:5](=[CH:4][C:3]([OH:20])=[O:2])[C:6](=[O:19])[N:7]=1, predict the reactants needed to synthesize it. (3) The reactants are: [C:1]([C:4]1[C:22](=[O:23])[C@@:8]2([CH3:24])[C:9]3[C:15]([OH:16])=[CH:14][C:13]([O:17][CH3:18])=[C:12]([C:19]([NH2:21])=[O:20])[C:10]=3[O:11][C:7]2=[CH:6][C:5]=1[OH:25])(=[O:3])[CH3:2].[F:26][CH:27]([F:40])[C:28]1[CH:37]=[CH:36][C:35]2[C:30](=[CH:31][CH:32]=[CH:33][CH:34]=2)[C:29]=1[CH:38]=O.C([SiH](CC)CC)C.FC(F)(F)C(O)=O. Given the product [C:1]([C:4]1[C:22](=[O:23])[C@@:8]2([CH3:24])[C:9]3[C:15]([OH:16])=[CH:14][C:13]([O:17][CH3:18])=[C:12]([C:19]([NH:21][CH2:38][C:29]4[C:30]5[C:35](=[CH:34][CH:33]=[CH:32][CH:31]=5)[CH:36]=[CH:37][C:28]=4[CH:27]([F:26])[F:40])=[O:20])[C:10]=3[O:11][C:7]2=[CH:6][C:5]=1[OH:25])(=[O:3])[CH3:2], predict the reactants needed to synthesize it. (4) The reactants are: [C:1]([C:3]1[CH:4]=[CH:5][C:6]([N:9]2[CH2:14][CH2:13][CH:12]([NH:15][C:16]3[C:21]([C:22]([O:24]CC)=[O:23])=[CH:20][N:19]=[C:18]4[NH:27][CH:28]=[CH:29][C:17]=34)[CH2:11][CH2:10]2)=[N:7][CH:8]=1)#[N:2].[OH-].[Na+].Cl. Given the product [C:1]([C:3]1[CH:4]=[CH:5][C:6]([N:9]2[CH2:14][CH2:13][CH:12]([NH:15][C:16]3[C:21]([C:22]([OH:24])=[O:23])=[CH:20][N:19]=[C:18]4[NH:27][CH:28]=[CH:29][C:17]=34)[CH2:11][CH2:10]2)=[N:7][CH:8]=1)#[N:2], predict the reactants needed to synthesize it.